Regression/Classification. Given a drug SMILES string, predict its absorption, distribution, metabolism, or excretion properties. Task type varies by dataset: regression for continuous measurements (e.g., permeability, clearance, half-life) or binary classification for categorical outcomes (e.g., BBB penetration, CYP inhibition). Dataset: pampa_ncats. From a dataset of PAMPA (Parallel Artificial Membrane Permeability Assay) permeability data from NCATS. (1) The compound is CCNC1=C(N=C(O1)C2=CC=CC3=CC=CC=C32)C#N. The result is 1 (high permeability). (2) The compound is C[C@@H](C(F)(F)F)N(CC1=CC=C(C=C1)F)C(=O)CN2C(=O)C3(CC(C4=C3C=CC(=C4)C5=CN(N=C5)CC(=O)NC)F)NC2=O. The result is 1 (high permeability). (3) The drug is CCOC(=O)C1CCN(CC1)C2=NC=C(S2)C3=CC4=C(C=C3)OCCCO4. The result is 1 (high permeability). (4) The drug is COC(=O)CNC(=O)C1=NC(=C2N1C=CN=C2)C3=CN=C(C=C3)Cl. The result is 1 (high permeability). (5) The molecule is C1CC(CN(C1)C2=NNC(=C2)C3=CC=C(C=C3)F)NC(=O)C4=CC5=C(C=C4)N=CC=C5. The result is 1 (high permeability).